Task: Predict the reactants needed to synthesize the given product.. Dataset: Full USPTO retrosynthesis dataset with 1.9M reactions from patents (1976-2016) (1) Given the product [OH:23][C:22]1[C:4]([N+:1]([O-:3])=[O:2])=[C:5]2[O:6][CH2:7][CH2:8][N:9]2[C:20](=[O:19])[C:21]=1[CH3:34], predict the reactants needed to synthesize it. The reactants are: [N+:1]([CH:4]=[C:5]1[NH:9][CH2:8][CH2:7][O:6]1)([O-:3])=[O:2].ClC1C=C(Cl)C=C(Cl)C=1[O:19][C:20](=O)[CH:21]([CH3:34])[C:22](OC1C(Cl)=CC(Cl)=CC=1Cl)=[O:23].C(OC(=O)C)C. (2) The reactants are: [O-]P([O-])([O-])=O.[K+].[K+].[K+].Br[C:10]1[CH:11]=[C:12]([CH:15]=[CH:16][CH:17]=1)[CH:13]=[O:14].[NH:18]1[CH2:23][CH2:22][O:21][CH2:20][CH2:19]1. Given the product [N:18]1([C:10]2[CH:11]=[C:12]([CH:15]=[CH:16][CH:17]=2)[CH:13]=[O:14])[CH2:23][CH2:22][O:21][CH2:20][CH2:19]1, predict the reactants needed to synthesize it. (3) Given the product [C:1]([C:4]1[C:9]([C:10]2[CH:15]=[CH:14][CH:13]=[CH:12][CH:11]=2)=[N:8][N:7]([CH2:16][CH3:17])[C:6](=[O:18])[C:5]=1[NH:19][C:23]1[CH:24]=[CH:25][CH:26]=[C:27]2[C:32]=1[N:31]=[CH:30][CH:29]=[CH:28]2)(=[O:3])[CH3:2], predict the reactants needed to synthesize it. The reactants are: [C:1]([C:4]1[C:9]([C:10]2[CH:15]=[CH:14][CH:13]=[CH:12][CH:11]=2)=[N:8][N:7]([CH2:16][CH3:17])[C:6](=[O:18])[C:5]=1[N+:19]([O-])=O)(=[O:3])[CH3:2].N[C:23]1[CH:24]=[CH:25][CH:26]=[C:27]2[C:32]=1[N:31]=[CH:30][CH:29]=[CH:28]2. (4) Given the product [ClH:36].[NH2:16][C@H:12]([C:9]1[CH:10]=[CH:11][C:6]([S:3]([CH2:1][CH3:2])(=[O:5])=[O:4])=[CH:7][CH:8]=1)[CH2:13][O:14][CH2:15][C:22]([O:24][CH3:25])=[O:23], predict the reactants needed to synthesize it. The reactants are: [CH2:1]([S:3]([C:6]1[CH:11]=[CH:10][C:9]([C@@H:12]([NH2:16])[CH2:13][O:14][CH3:15])=[CH:8][CH:7]=1)(=[O:5])=[O:4])[CH3:2].N[C@H](C1C=CC(SCC)=CC=1)COC[C:22]([O:24][CH2:25]C)=[O:23].[ClH:36].O.